From a dataset of Forward reaction prediction with 1.9M reactions from USPTO patents (1976-2016). Predict the product of the given reaction. (1) The product is: [O:53]1[CH2:54][CH:55]=[C:50]([C:30]2[N:29]=[C:28]([C:1]3[CH:15]=[CH:16][CH:17]=[C:12]([O:11][CH3:10])[CH:13]=3)[N:36]=[C:35]3[C:31]=2[N:32]=[CH:33][N:34]3[CH:37]2[CH2:42][CH2:41][N:40]([C:43]([O:45][C:46]([CH3:49])([CH3:48])[CH3:47])=[O:44])[CH2:39][CH2:38]2)[CH2:51][CH2:52]1. Given the reactants [C:1]([O-])([O-])=O.[Na+].[Na+].COC[CH2:10][O:11][C:12]1[CH:13]=N[CH:15]=[C:16](B2OC(C)(C)C(C)(C)O2)[CH:17]=1.Cl[C:28]1[N:36]=[C:35]2[C:31]([N:32]=[CH:33][N:34]2[CH:37]2[CH2:42][CH2:41][N:40]([C:43]([O:45][C:46]([CH3:49])([CH3:48])[CH3:47])=[O:44])[CH2:39][CH2:38]2)=[C:30]([C:50]2[CH2:51][CH2:52][O:53][CH2:54][CH:55]=2)[N:29]=1, predict the reaction product. (2) Given the reactants [C-]#N.[Na+].Br[C:5]1[CH:10]=[CH:9][C:8]([NH:11][C:12](=[O:14])[CH3:13])=[C:7]([F:15])[CH:6]=1.C1(C)C=CC=CC=1.[CH3:23][NH:24]CCNC, predict the reaction product. The product is: [C:23]([C:5]1[CH:10]=[CH:9][C:8]([NH:11][C:12](=[O:14])[CH3:13])=[C:7]([F:15])[CH:6]=1)#[N:24]. (3) Given the reactants [C:1]([C:3]1[CH:4]=[N:5][N:6]([CH:25]([CH3:27])[CH3:26])[C:7]=1[C:8]1[N:9]=[C:10]2[C:16]3[CH:17]=[CH:18][C:19]([C:21](O)=[O:22])=[CH:20][C:15]=3[O:14][CH2:13][CH2:12][N:11]2[CH:24]=1)#[N:2].[NH3:28], predict the reaction product. The product is: [C:1]([C:3]1[CH:4]=[N:5][N:6]([CH:25]([CH3:27])[CH3:26])[C:7]=1[C:8]1[N:9]=[C:10]2[C:16]3[CH:17]=[CH:18][C:19]([C:21]([NH2:28])=[O:22])=[CH:20][C:15]=3[O:14][CH2:13][CH2:12][N:11]2[CH:24]=1)#[N:2]. (4) Given the reactants [Cl:1][C:2]1[CH:7]=[C:6]([C:8]([F:11])([F:10])[F:9])[CH:5]=[CH:4][C:3]=1[C:12]#[C:13][C:14](Cl)=[O:15].[Cl:17][C:18]1[CH:31]=[C:30]([NH2:32])[CH:29]=[CH:28][C:19]=1[O:20][CH2:21][CH2:22][N:23]([CH2:26][CH3:27])[CH2:24][CH3:25].ClCCl.CO.N, predict the reaction product. The product is: [Cl:17][C:18]1[CH:31]=[C:30]([NH:32][C:14](=[O:15])[C:13]#[C:12][C:3]2[CH:4]=[CH:5][C:6]([C:8]([F:11])([F:10])[F:9])=[CH:7][C:2]=2[Cl:1])[CH:29]=[CH:28][C:19]=1[O:20][CH2:21][CH2:22][N:23]([CH2:26][CH3:27])[CH2:24][CH3:25]. (5) The product is: [N:34]1([CH2:33][CH2:32][NH:31][C:27]2[N:26]=[C:25]3[NH:24][N:23]=[C:22]([C:20]4[CH:19]=[CH:18][N:17]=[C:16]([NH:15][CH:9]([C:10]5[CH:14]=[CH:13][S:12][CH:11]=5)[CH2:8][NH2:7])[N:21]=4)[C:30]3=[CH:29][N:28]=2)[CH2:39][CH2:38][O:37][CH2:36][CH2:35]1. Given the reactants C(OC(=O)[NH:7][CH2:8][CH:9]([NH:15][C:16]1[N:21]=[C:20]([C:22]2[C:30]3[C:25](=[N:26][C:27]([NH:31][CH2:32][CH2:33][N:34]4[CH2:39][CH2:38][O:37][CH2:36][CH2:35]4)=[N:28][CH:29]=3)[NH:24][N:23]=2)[CH:19]=[CH:18][N:17]=1)[C:10]1[CH:14]=[CH:13][S:12][CH:11]=1)(C)(C)C.Cl, predict the reaction product. (6) Given the reactants [CH2:1]([CH:3]([N:6]1[C:10]2=[N:11][C:12]([CH3:28])=[C:13]([C:15]3[CH:20]=[CH:19][C:18]([O:21][C:22]([F:25])([F:24])[F:23])=[CH:17][C:16]=3[O:26][CH3:27])[N:14]=[C:9]2[C:8](OS(C(F)(F)F)(=O)=O)=[N:7]1)[CH2:4][CH3:5])[CH3:2].[CH3:37]B(O)O, predict the reaction product. The product is: [CH2:1]([CH:3]([N:6]1[C:10]2=[N:11][C:12]([CH3:28])=[C:13]([C:15]3[CH:20]=[CH:19][C:18]([O:21][C:22]([F:23])([F:24])[F:25])=[CH:17][C:16]=3[O:26][CH3:27])[N:14]=[C:9]2[C:8]([CH3:37])=[N:7]1)[CH2:4][CH3:5])[CH3:2].[CH2:1]([CH:3]([N:6]1[C:10]2=[N:11][C:12]([CH3:28])=[C:13]([C:15]3[CH:20]=[CH:19][C:18]([O:21][C:22]([F:23])([F:25])[F:24])=[CH:17][C:16]=3[O:26][CH3:27])[N:14]=[C:9]2[CH:8]=[N:7]1)[CH2:4][CH3:5])[CH3:2]. (7) Given the reactants [CH3:1][NH:2][CH2:3][C@@H:4]([C@H:6]([C@@H:8]([C@@H:10]([CH2:12][OH:13])[OH:11])[OH:9])[OH:7])[OH:5].[C:14](Cl)(=[O:36])[CH2:15][CH2:16][CH2:17][CH2:18][CH2:19][CH2:20][CH2:21][CH2:22][CH2:23][CH2:24][CH2:25][CH2:26][CH2:27][CH2:28][CH2:29][CH2:30][CH2:31][CH2:32][CH2:33][CH2:34][CH3:35].CO.C(Cl)(Cl)Cl, predict the reaction product. The product is: [CH3:1][N:2]([CH2:3][C@H:4]([OH:5])[C@@H:6]([OH:7])[C@H:8]([OH:9])[C@H:10]([OH:11])[CH2:12][OH:13])[C:14](=[O:36])[CH2:15][CH2:16][CH2:17][CH2:18][CH2:19][CH2:20][CH2:21][CH2:22][CH2:23][CH2:24][CH2:25][CH2:26][CH2:27][CH2:28][CH2:29][CH2:30][CH2:31][CH2:32][CH2:33][CH2:34][CH3:35]. (8) Given the reactants [NH2:1][C:2]1[CH:10]=[CH:9][C:5]([CH2:6][CH2:7][NH2:8])=[CH:4][CH:3]=1.[C:11](O[C:11]([O:13][C:14]([CH3:17])([CH3:16])[CH3:15])=[O:12])([O:13][C:14]([CH3:17])([CH3:16])[CH3:15])=[O:12].O, predict the reaction product. The product is: [C:14]([O:13][C:11](=[O:12])[NH:8][CH2:7][CH2:6][C:5]1[CH:9]=[CH:10][C:2]([NH2:1])=[CH:3][CH:4]=1)([CH3:17])([CH3:16])[CH3:15]. (9) Given the reactants [C:1]([BH3-])#[N:2].[Na+].[Br:5][C:6]1[CH:7]=[C:8]([CH:11]=O)[S:9][CH:10]=1.Cl.CN.C(N(CC)CC)C, predict the reaction product. The product is: [Br:5][C:6]1[CH:7]=[C:8]([CH2:11][NH:2][CH3:1])[S:9][CH:10]=1.